From a dataset of Full USPTO retrosynthesis dataset with 1.9M reactions from patents (1976-2016). Predict the reactants needed to synthesize the given product. (1) Given the product [CH:17]([C:20]1[CH:26]=[CH:25][CH:24]=[CH:23][C:21]=1[NH:22][N:11]=[C:12]1[C:13]([NH2:14])=[N:34][N:33]=[C:15]1[NH2:16])([CH3:19])[CH3:18], predict the reactants needed to synthesize it. The reactants are: C(C1C=CC=CC=1N[N:11]=[C:12]([C:15]#[N:16])[C:13]#[N:14])(C)C.[CH:17]([C:20]1[CH:26]=[CH:25][CH:24]=[CH:23][C:21]=1[NH2:22])([CH3:19])[CH3:18].C(#N)CC#N.O.[NH2:33][NH2:34]. (2) Given the product [Br:1][CH2:39][CH2:38][O:37][C:29]([C:31]1[CH:36]=[CH:35][CH:34]=[CH:33][CH:32]=1)([CH3:30])[CH3:28], predict the reactants needed to synthesize it. The reactants are: [Br:1]N1C(=O)CCC1=O.C1(P(C2C=CC=CC=2)C2C=CC=CC=2)C=CC=CC=1.[CH3:28][C:29]([O:37][CH2:38][CH2:39]O)([C:31]1[CH:36]=[CH:35][CH:34]=[CH:33][CH:32]=1)[CH3:30]. (3) Given the product [CH3:20][N:4]1[CH:3]=[C:2]([C:31]2[CH:32]=[C:27]([NH:26][S:23]([CH2:21][CH3:22])(=[O:24])=[O:25])[CH:28]=[CH:29][CH:30]=2)[C:11]2[C:6](=[CH:7][CH:8]=[C:9]([C:12]3[CH:13]=[N:14][C:15]([CH3:18])=[CH:16][CH:17]=3)[CH:10]=2)[C:5]1=[O:19], predict the reactants needed to synthesize it. The reactants are: Br[C:2]1[C:11]2[C:6](=[CH:7][CH:8]=[C:9]([C:12]3[CH:13]=[N:14][C:15]([CH3:18])=[CH:16][CH:17]=3)[CH:10]=2)[C:5](=[O:19])[N:4]([CH3:20])[CH:3]=1.[CH2:21]([S:23]([NH:26][C:27]1[CH:28]=[C:29](B(O)O)[CH:30]=[CH:31][CH:32]=1)(=[O:25])=[O:24])[CH3:22].[O-]P([O-])([O-])=O.[K+].[K+].[K+]. (4) The reactants are: [CH3:1][O:2][C:3]1[CH:29]=[CH:28][C:6]([CH2:7][N:8]([C:23]2[S:24][CH:25]=[CH:26][N:27]=2)[S:9]([C:12]2[CH:13]=[CH:14][C:15]3[NH:20][CH:19]([CH3:21])[CH2:18][O:17][C:16]=3[CH:22]=2)(=[O:11])=[O:10])=[CH:5][CH:4]=1.F[C:31]1[CH:38]=[CH:37][C:36]([C:39]([F:42])([F:41])[F:40])=[CH:35][C:32]=1[C:33]#[N:34].C([O-])([O-])=O.[Cs+].[Cs+].O. Given the product [C:33]([C:32]1[CH:35]=[C:36]([C:39]([F:40])([F:41])[F:42])[CH:37]=[CH:38][C:31]=1[N:20]1[CH:19]([CH3:21])[CH2:18][O:17][C:16]2[CH:22]=[C:12]([S:9]([N:8]([CH2:7][C:6]3[CH:5]=[CH:4][C:3]([O:2][CH3:1])=[CH:29][CH:28]=3)[C:23]3[S:24][CH:25]=[CH:26][N:27]=3)(=[O:11])=[O:10])[CH:13]=[CH:14][C:15]1=2)#[N:34], predict the reactants needed to synthesize it. (5) Given the product [NH2:33][C:29]1([C:26]2[CH:25]=[CH:24][C:23]([C:15]3[O:14][C:5]4[C:6]([C:8]5[CH:9]=[N:10][N:11]([CH3:13])[CH:12]=5)=[CH:7][N:2]([CH3:1])[C:3](=[O:41])[C:4]=4[C:16]=3[C:17]3[CH:18]=[CH:19][CH:20]=[CH:21][CH:22]=3)=[CH:28][CH:27]=2)[CH2:32][CH2:31][CH2:30]1, predict the reactants needed to synthesize it. The reactants are: [CH3:1][N:2]1[CH:7]=[C:6]([C:8]2[CH:9]=[N:10][N:11]([CH3:13])[CH:12]=2)[C:5]2[O:14][C:15]([C:23]3[CH:28]=[CH:27][C:26]([C:29]4([NH:33]C(=O)OC(C)(C)C)[CH2:32][CH2:31][CH2:30]4)=[CH:25][CH:24]=3)=[C:16]([C:17]3[CH:22]=[CH:21][CH:20]=[CH:19][CH:18]=3)[C:4]=2[C:3]1=[O:41]. (6) Given the product [Cl:19][C:20]1[CH:21]=[C:22]([CH2:23][NH:3][CH:4]2[CH:9]3[CH2:10][CH2:11][N:6]([CH2:7][CH2:8]3)[CH2:5]2)[CH:25]=[CH:26][CH:27]=1, predict the reactants needed to synthesize it. The reactants are: Cl.Cl.[NH2:3][CH:4]1[CH:9]2[CH2:10][CH2:11][N:6]([CH2:7][CH2:8]2)[CH2:5]1.CCN(CC)CC.[Cl:19][C:20]1[CH:21]=[C:22]([CH:25]=[CH:26][CH:27]=1)[CH:23]=O.[BH-](OC(C)=O)(OC(C)=O)OC(C)=O.[Na+].